Task: Predict the product of the given reaction.. Dataset: Forward reaction prediction with 1.9M reactions from USPTO patents (1976-2016) (1) Given the reactants [CH:1]([C@@H:4]1[CH2:8][CH2:7][S:6](=[O:10])(=[O:9])[NH:5]1)([CH3:3])[CH3:2].[CH3:11][C:12]1[C:13]([N:19]2[CH2:24][CH2:23][N:22]([C:25]([C:27]3[CH:32]=[CH:31][C:30](I)=[CH:29][CH:28]=3)=[O:26])[CH2:21][CH2:20]2)=[N:14][CH:15]=[C:16]([CH3:18])[CH:17]=1, predict the reaction product. The product is: [CH3:11][C:12]1[C:13]([N:19]2[CH2:20][CH2:21][N:22]([C:25]([C:27]3[CH:32]=[CH:31][C:30]([N:5]4[C@H:4]([CH:1]([CH3:3])[CH3:2])[CH2:8][CH2:7][S:6]4(=[O:10])=[O:9])=[CH:29][CH:28]=3)=[O:26])[CH2:23][CH2:24]2)=[N:14][CH:15]=[C:16]([CH3:18])[CH:17]=1. (2) Given the reactants [NH2:1][C@H:2]([C:10](O)=[O:11])[CH2:3][C:4]1[CH:9]=[CH:8][CH:7]=[CH:6][CH:5]=1.[BH4-].[Na+].II.CO, predict the reaction product. The product is: [NH2:1][C@@H:2]([CH2:3][C:4]1[CH:9]=[CH:8][CH:7]=[CH:6][CH:5]=1)[CH2:10][OH:11]. (3) The product is: [Cl:26][C:27]1[CH:32]=[CH:31][C:30]([F:36])=[C:29]([C:2]2[CH:3]=[C:4]([NH:8][CH:9]([C:13]3[CH:18]=[CH:17][CH:16]=[C:15]([Cl:19])[CH:14]=3)[C:10]([NH2:12])=[O:11])[CH:5]=[N:6][CH:7]=2)[CH:28]=1. Given the reactants Br[C:2]1[CH:3]=[C:4]([NH:8][CH:9]([C:13]2[CH:18]=[CH:17][CH:16]=[C:15]([Cl:19])[CH:14]=2)[C:10]([NH2:12])=[O:11])[CH:5]=[N:6][CH:7]=1.C([O-])([O-])=O.[K+].[K+].[Cl:26][C:27]1[CH:28]=[CH:29][C:30]([F:36])=[C:31](B(O)O)[CH:32]=1, predict the reaction product. (4) Given the reactants [F:1][C:2]([F:13])([F:12])[C:3](O[C:3](=O)[C:2]([F:13])([F:12])[F:1])=O.[C:14]1([C:20]2([C:27]3[CH:36]=[C:35]([O:37][CH2:38][C:39]4[CH:48]=[CH:47][C:46]5[C:41](=[CH:42][CH:43]=[CH:44][CH:45]=5)[N:40]=4)[CH:34]=[CH:33][C:28]=3[C:29]([NH:31][NH2:32])=[O:30])[CH2:25][CH:24]3[CH2:26][CH:21]2[CH2:22][CH2:23]3)[CH:19]=[CH:18][CH:17]=[CH:16][CH:15]=1.C(N(CC)CC)C.C(=O)(O)[O-].[Na+], predict the reaction product. The product is: [C:14]1([C:20]2([C:27]3[CH:36]=[C:35]([CH:34]=[CH:33][C:28]=3[C:29]3[O:30][C:3]([C:2]([F:13])([F:12])[F:1])=[N:32][N:31]=3)[O:37][CH2:38][C:39]3[CH:48]=[CH:47][C:46]4[C:41](=[CH:42][CH:43]=[CH:44][CH:45]=4)[N:40]=3)[CH2:25][CH:24]3[CH2:26][CH:21]2[CH2:22][CH2:23]3)[CH:15]=[CH:16][CH:17]=[CH:18][CH:19]=1.